From a dataset of Full USPTO retrosynthesis dataset with 1.9M reactions from patents (1976-2016). Predict the reactants needed to synthesize the given product. (1) Given the product [NH2:35][C:29]1[N:28]=[C:27]([S:24]([NH:23][C:21]([C:8]2[C:9]([O:11][C:12]3[C:13]([CH3:20])=[CH:14][C:15]([CH3:19])=[CH:16][C:17]=3[CH3:18])=[N:10][C:5]([C:1]([CH3:4])([CH3:3])[CH3:2])=[CH:6][CH:7]=2)=[O:22])(=[O:25])=[O:26])[CH:32]=[CH:31][CH:30]=1, predict the reactants needed to synthesize it. The reactants are: [C:1]([C:5]1[N:10]=[C:9]([O:11][C:12]2[C:17]([CH3:18])=[CH:16][C:15]([CH3:19])=[CH:14][C:13]=2[CH3:20])[C:8]([C:21]([NH:23][S:24]([C:27]2[CH:32]=[CH:31][CH:30]=[C:29](F)[N:28]=2)(=[O:26])=[O:25])=[O:22])=[CH:7][CH:6]=1)([CH3:4])([CH3:3])[CH3:2].[OH-].[NH4+:35]. (2) Given the product [Br:1][C:2]1[CH:3]=[CH:4][C:5]([F:16])=[C:6]2[C:11]=1[N:10]=[C:9]([C:12]1[N:33]3[CH:34]=[CH:35][C:30]([O:29][CH2:28][CH2:27][O:26][CH3:25])=[CH:31][C:32]3=[N:36][CH:13]=1)[CH:8]=[CH:7]2, predict the reactants needed to synthesize it. The reactants are: [Br:1][C:2]1[CH:3]=[CH:4][C:5]([F:16])=[C:6]2[C:11]=1[N:10]=[C:9]([CH:12]=[CH:13]OC)[CH:8]=[CH:7]2.BrN1C(=O)CCC1=O.[CH3:25][O:26][CH2:27][CH2:28][O:29][C:30]1[CH:35]=[CH:34][N:33]=[C:32]([NH2:36])[CH:31]=1. (3) Given the product [C:22]1([C:9]2[CH:17]=[CH:16][CH:15]=[C:14]3[C:10]=2[CH:11]=[CH:12][NH:13]3)[CH:23]=[CH:24][CH:25]=[CH:26][CH:27]=1, predict the reactants needed to synthesize it. The reactants are: CC1(C)C(C)(C)OB([C:9]2[CH:17]=[CH:16][CH:15]=[C:14]3[C:10]=2[CH:11]=[CH:12][NH:13]3)O1.N1[C:27]2[CH:26]=[CH:25][CH:24]=[C:23](B([O-])[O-])[C:22]=2C=C1.BrC1C=CC=CC=1.[OH-].[Na+]. (4) Given the product [CH3:21][C:22]1[C:23](=[O:28])[N:24]([C:2]2[CH:20]=[CH:19][C:5]3[N:6]=[C:7]([C@H:9]4[CH2:12][C@H:11]([N:13]5[CH2:17][CH2:16][CH2:15][C@@H:14]5[CH3:18])[CH2:10]4)[S:8][C:4]=3[CH:3]=2)[CH:25]=[CH:26][CH:27]=1, predict the reactants needed to synthesize it. The reactants are: Br[C:2]1[CH:20]=[CH:19][C:5]2[N:6]=[C:7]([C@H:9]3[CH2:12][C@H:11]([N:13]4[CH2:17][CH2:16][CH2:15][C@H:14]4[CH3:18])[CH2:10]3)[S:8][C:4]=2[CH:3]=1.[CH3:21][C:22]1[C:23](=[O:28])[NH:24][CH:25]=[CH:26][CH:27]=1.N1NC(=O)C=CC=1. (5) Given the product [Cl:1][C:2]1[CH:6]=[N:5][N:4]([CH3:7])[C:3]=1[C:8]1[CH:9]=[C:10]([NH:16][C:25]([NH:24][C:20]2[CH:21]=[CH:22][CH:23]=[C:18]([F:17])[CH:19]=2)=[O:26])[CH:11]=[CH:12][C:13]=1[O:14][CH3:15], predict the reactants needed to synthesize it. The reactants are: [Cl:1][C:2]1[CH:6]=[N:5][N:4]([CH3:7])[C:3]=1[C:8]1[CH:9]=[C:10]([NH2:16])[CH:11]=[CH:12][C:13]=1[O:14][CH3:15].[F:17][C:18]1[CH:19]=[C:20]([N:24]=[C:25]=[O:26])[CH:21]=[CH:22][CH:23]=1. (6) Given the product [F:4][C:5]1[CH:10]=[C:9]([F:11])[C:8]([F:12])=[CH:7][C:6]=1[NH:13][C:14]1[O:18][C:17]([C:19]([NH:21][C:22]2[CH:23]=[CH:24][C:25]([O:26][C@H:27]3[CH2:28][CH2:29][C@H:30]([C:33]([OH:35])=[O:34])[CH2:31][CH2:32]3)=[CH:37][CH:38]=2)=[O:20])=[N:16][N:15]=1, predict the reactants needed to synthesize it. The reactants are: O.[OH-].[Li+].[F:4][C:5]1[CH:10]=[C:9]([F:11])[C:8]([F:12])=[CH:7][C:6]=1[NH:13][C:14]1[O:18][C:17]([C:19]([NH:21][C:22]2[CH:38]=[CH:37][C:25]([O:26][C@H:27]3[CH2:32][CH2:31][C@H:30]([C:33]([O:35]C)=[O:34])[CH2:29][CH2:28]3)=[CH:24][CH:23]=2)=[O:20])=[N:16][N:15]=1.O.CO. (7) Given the product [CH3:1][O:2][C:3]1[CH:4]=[C:5]([CH:21]=[CH:22][C:23]=1[O:24][CH3:25])[CH2:6][CH:7]1[C:16]2[C:11](=[CH:12][C:13]([O:19][CH3:20])=[CH:14][C:15]=2[O:17][CH3:18])[CH2:10][CH2:9][N:8]1[CH2:27][C:28]([NH:31][C@@H:32]1[C:40]2[C:35](=[CH:36][CH:37]=[CH:38][CH:39]=2)[CH2:34][CH2:33]1)=[O:29], predict the reactants needed to synthesize it. The reactants are: [CH3:1][O:2][C:3]1[CH:4]=[C:5]([CH:21]=[CH:22][C:23]=1[O:24][CH3:25])[CH2:6][CH:7]1[C:16]2[C:11](=[CH:12][C:13]([O:19][CH3:20])=[CH:14][C:15]=2[O:17][CH3:18])[CH2:10][CH2:9][NH:8]1.Br[CH2:27][C:28](Br)=[O:29].[NH2:31][C@@H:32]1[C:40]2[C:35](=[CH:36][CH:37]=[CH:38][CH:39]=2)[CH2:34][CH2:33]1. (8) Given the product [F:1][C:2]1[CH:3]=[CH:4][C:5]([C@H:8]([CH3:21])[CH2:9][NH2:10])=[CH:6][CH:7]=1, predict the reactants needed to synthesize it. The reactants are: [F:1][C:2]1[CH:7]=[CH:6][C:5]([C@H:8]([CH3:21])[CH2:9][N:10]2C(=O)C3C(=CC=CC=3)C2=O)=[CH:4][CH:3]=1.O.NN. (9) Given the product [F:18][C:2]1([F:1])[CH2:3][CH2:4][N:5]([C:8]2[CH:9]=[C:10]([CH3:17])[N:11]=[CH:12][C:13]=2[NH2:14])[CH2:6][CH2:7]1, predict the reactants needed to synthesize it. The reactants are: [F:1][C:2]1([F:18])[CH2:7][CH2:6][N:5]([C:8]2[C:13]([N+:14]([O-])=O)=[CH:12][N:11]=[C:10]([CH3:17])[CH:9]=2)[CH2:4][CH2:3]1.